From a dataset of Forward reaction prediction with 1.9M reactions from USPTO patents (1976-2016). Predict the product of the given reaction. The product is: [F:1][C:2]1[CH:3]=[C:4]([CH2:15][CH2:16][C:17]2[CH:22]=[C:21]([C:23]3[NH:32][C:26]4[N:27]=[CH:28][NH:29][C:30](=[O:31])[C:25]=4[CH:24]=3)[CH:20]=[CH:19][N:18]=2)[CH:5]=[CH:6][C:7]=1[CH2:8][N:9]1[CH2:10][CH2:11][O:12][CH2:13][CH2:14]1. Given the reactants [F:1][C:2]1[CH:3]=[C:4](/[CH:15]=[CH:16]/[C:17]2[CH:22]=[C:21]([C:23]3[NH:32][C:26]4[N:27]=[CH:28][NH:29][C:30](=[O:31])[C:25]=4[CH:24]=3)[CH:20]=[CH:19][N:18]=2)[CH:5]=[CH:6][C:7]=1[CH2:8][N:9]1[CH2:14][CH2:13][O:12][CH2:11][CH2:10]1.ClCCl, predict the reaction product.